This data is from Full USPTO retrosynthesis dataset with 1.9M reactions from patents (1976-2016). The task is: Predict the reactants needed to synthesize the given product. (1) Given the product [Cl:1][C:2]1[CH:3]=[C:4]([CH:5]=[CH:6][C:7]=1[O:8][C:9]1[CH:14]=[CH:13][N:12]=[C:11]([C:21]2[CH:20]=[N:19][N:18]([CH3:17])[CH:22]=2)[CH:10]=1)[NH2:16], predict the reactants needed to synthesize it. The reactants are: [Cl:1][C:2]1[CH:3]=[C:4]([NH2:16])[CH:5]=[CH:6][C:7]=1[O:8][C:9]1[CH:14]=[CH:13][N:12]=[C:11](Cl)[CH:10]=1.[CH3:17][N:18]1[CH:22]=[C:21](B2OC(C)(C)C(C)(C)O2)[CH:20]=[N:19]1.C([O-])([O-])=O.[K+].[K+].O. (2) Given the product [CH:47]([C:44]1[CH:45]=[CH:46][C:41]([C:20]2[C:21]3[NH:40][C:24]([C:25]([C:31]4[C:32]([CH3:39])=[CH:33][C:34]([CH3:38])=[CH:35][C:36]=4[CH3:37])=[C:26]4[N:30]=[C:29]([C:9]([C:6]5[CH:7]=[CH:8][C:3]([CH:2]=[O:1])=[CH:4][CH:5]=5)=[C:10]5[NH:14][C:13](=[C:15]([C:50]6[C:51]([CH3:58])=[CH:52][C:53]([CH3:57])=[CH:54][C:55]=6[CH3:56])[C:16]6[CH:17]=[CH:18][C:19]=2[N:49]=6)[CH:12]=[CH:11]5)[CH:28]=[CH:27]4)=[CH:23][CH:22]=3)=[CH:42][CH:43]=1)=[O:48], predict the reactants needed to synthesize it. The reactants are: [OH:1][CH2:2][C:3]1[CH:8]=[CH:7][C:6]([C:9]2[C:10]3[NH:14][C:13]([C:15]([C:50]4[C:55]([CH3:56])=[CH:54][C:53]([CH3:57])=[CH:52][C:51]=4[CH3:58])=[C:16]4[N:49]=[C:19]([C:20]([C:41]5[CH:46]=[CH:45][C:44]([CH2:47][OH:48])=[CH:43][CH:42]=5)=[C:21]5[NH:40][C:24](=[C:25]([C:31]6[C:36]([CH3:37])=[CH:35][C:34]([CH3:38])=[CH:33][C:32]=6[CH3:39])[C:26]6[CH:27]=[CH:28][C:29]=2[N:30]=6)[CH:23]=[CH:22]5)[CH:18]=[CH:17]4)=[CH:12][CH:11]=3)=[CH:5][CH:4]=1.[Cr](Cl)([O-])(=O)=O.[NH+]1C=CC=CC=1. (3) Given the product [NH2:1][C:2]1[C:7]([C:8]([C:9]2[C:14]([O:15][CH3:16])=[CH:13][CH:12]=[CH:11][C:10]=2[O:17][CH3:18])=[O:19])=[CH:6][N:5]=[C:4]([NH:20][CH:21]2[CH2:26][CH2:25][N:24]([S:38]([CH3:37])(=[O:40])=[O:39])[CH2:23][CH2:22]2)[N:3]=1, predict the reactants needed to synthesize it. The reactants are: [NH2:1][C:2]1[C:7]([C:8](=[O:19])[C:9]2[C:14]([O:15][CH3:16])=[CH:13][CH:12]=[CH:11][C:10]=2[O:17][CH3:18])=[CH:6][N:5]=[C:4]([NH:20][CH:21]2[CH2:26][CH2:25][N:24](C(=O)C)[CH2:23][CH2:22]2)[N:3]=1.FC(F)(F)C(O)=O.[CH3:37][S:38](N1CCC(N)CC1)(=[O:40])=[O:39]. (4) Given the product [NH2:8][C:7]1[C:2]([NH:1][C:22]([NH:21][C:15]2[C:16]([Cl:20])=[CH:17][CH:18]=[CH:19][C:14]=2[Cl:13])=[S:23])=[CH:3][C:4]([C:9]([O:11][CH3:12])=[O:10])=[N:5][CH:6]=1, predict the reactants needed to synthesize it. The reactants are: [NH2:1][C:2]1[C:7]([NH2:8])=[CH:6][N:5]=[C:4]([C:9]([O:11][CH3:12])=[O:10])[CH:3]=1.[Cl:13][C:14]1[CH:19]=[CH:18][CH:17]=[C:16]([Cl:20])[C:15]=1[N:21]=[C:22]=[S:23].